From a dataset of Full USPTO retrosynthesis dataset with 1.9M reactions from patents (1976-2016). Predict the reactants needed to synthesize the given product. (1) Given the product [Br:1][C:2]1[CH:7]=[CH:6][C:5]([OH:8])=[C:4]([CH2:9][CH2:10][CH3:11])[C:3]=1[CH2:12][O:13][CH:27]1[CH2:28][CH2:29][CH2:30][CH2:31][O:26]1, predict the reactants needed to synthesize it. The reactants are: [Br:1][C:2]1[CH:7]=[CH:6][C:5]([OH:8])=[C:4]([CH2:9][CH2:10][CH3:11])[C:3]=1[CH2:12][OH:13].O.C1(C)C=CC(S(O)(=O)=O)=CC=1.[O:26]1[CH:31]=[CH:30][CH2:29][CH2:28][CH2:27]1.O. (2) The reactants are: [NH2:1][CH:2]1[C:8](=[O:9])[N:7](CC2C=CC(OC)=CC=2)[C:6]2[CH:19]=[CH:20][CH:21]=[CH:22][C:5]=2[C:4]2[CH:23]=[CH:24][CH:25]=[CH:26][C:3]1=2.FC(F)(F)C(O)=O.FC(F)(F)S(O)(=O)=O.C([O-])(O)=O.[Na+]. Given the product [NH2:1][CH:2]1[C:8](=[O:9])[NH:7][C:6]2[CH:19]=[CH:20][CH:21]=[CH:22][C:5]=2[C:4]2[CH:23]=[CH:24][CH:25]=[CH:26][C:3]1=2, predict the reactants needed to synthesize it.